The task is: Predict the reaction yield, written as a fraction of the theoretical maximum amount of product (1.0 means a 100% yield; for example, 0.34 means a 34% yield).. This data is from Reaction yield outcomes from USPTO patents with 853,638 reactions. (1) The reactants are [CH3:1][O:2][C:3]([C@H:6]1[CH2:11][CH2:10][C@H:9]([O:12]C2CCCCO2)[CH2:8][CH2:7]1)([CH3:5])[CH3:4].CC1C=CC(S(O)(=O)=O)=CC=1. The catalyst is CO. The product is [CH3:1][O:2][C:3]([C@H:6]1[CH2:7][CH2:8][C@H:9]([OH:12])[CH2:10][CH2:11]1)([CH3:5])[CH3:4]. The yield is 0.820. (2) The reactants are [CH3:1][O:2][C:3]1[CH:12]=[CH:11][C:6]2[C:7](=[O:10])[CH2:8][O:9][C:5]=2[C:4]=1[C:13]#[C:14][CH2:15][CH2:16][N:17]1[CH2:22][CH2:21][N:20]([C:23]([O:25][C:26]([CH3:29])([CH3:28])[CH3:27])=[O:24])[CH2:19][CH2:18]1.[NH:30]1[C:38]2[C:33](=[CH:34][CH:35]=[CH:36][CH:37]=2)[C:32]([CH:39]=O)=[N:31]1. The catalyst is CO.N1CCCCC1. The product is [NH:30]1[C:38]2[C:33](=[CH:34][CH:35]=[CH:36][CH:37]=2)[C:32](/[CH:39]=[C:8]2\[O:9][C:5]3[C:4]([C:13]#[C:14][CH2:15][CH2:16][N:17]4[CH2:22][CH2:21][N:20]([C:23]([O:25][C:26]([CH3:29])([CH3:28])[CH3:27])=[O:24])[CH2:19][CH2:18]4)=[C:3]([O:2][CH3:1])[CH:12]=[CH:11][C:6]=3[C:7]\2=[O:10])=[N:31]1. The yield is 0.660. (3) The reactants are [C:1]1([S:7](Cl)(=[O:9])=[O:8])[CH:6]=[CH:5][CH:4]=[CH:3][CH:2]=1.[O:11]=[C:12]([N:29]1[CH2:34][CH2:33][NH:32][CH2:31][CH2:30]1)[CH2:13][NH:14][C:15]([C:17]1[CH:22]=[CH:21][C:20]([C:23]2[CH:28]=[CH:27][CH:26]=[CH:25][CH:24]=2)=[CH:19][CH:18]=1)=[O:16].O. The catalyst is C(Cl)Cl. The product is [C:1]1([S:7]([N:32]2[CH2:31][CH2:30][N:29]([C:12](=[O:11])[CH2:13][NH:14][C:15]([C:17]3[CH:22]=[CH:21][C:20]([C:23]4[CH:28]=[CH:27][CH:26]=[CH:25][CH:24]=4)=[CH:19][CH:18]=3)=[O:16])[CH2:34][CH2:33]2)(=[O:9])=[O:8])[CH:6]=[CH:5][CH:4]=[CH:3][CH:2]=1. The yield is 0.314. (4) The reactants are Br[C:2]1[CH:9]=[C:8]([F:10])[C:5]([CH:6]=[O:7])=[C:4]([F:11])[CH:3]=1.[CH3:12][C:13]1([CH3:22])[C:17]([CH3:19])([CH3:18])[O:16][B:15]([CH:20]=[CH2:21])[O:14]1. No catalyst specified. The product is [F:10][C:8]1[CH:9]=[C:2](/[CH:21]=[CH:20]/[B:15]2[O:16][C:17]([CH3:19])([CH3:18])[C:13]([CH3:22])([CH3:12])[O:14]2)[CH:3]=[C:4]([F:11])[C:5]=1[CH:6]=[O:7]. The yield is 0.760. (5) The reactants are [CH:1]([O:4][C:5]([N:7]1[CH2:12][CH2:11][CH:10]([O:13][C:14]2[C:19]([CH3:20])=[C:18]([NH:21][C:22]3[CH:27]=[CH:26][C:25](I)=[CH:24][C:23]=3[F:29])[N:17]=[CH:16][N:15]=2)[CH2:9][CH2:8]1)=[O:6])([CH3:3])[CH3:2].C(=O)([O-])[O-].[Cs+].[Cs+].N1C2C(=CC=C3C=2N=CC=C3)C=CC=1.[CH3:50][S:51]([CH2:54][CH2:55][OH:56])(=[O:53])=[O:52]. The catalyst is [Cu](I)I. The product is [CH:1]([O:4][C:5]([N:7]1[CH2:12][CH2:11][CH:10]([O:13][C:14]2[C:19]([CH3:20])=[C:18]([NH:21][C:22]3[CH:27]=[CH:26][C:25]([O:56][CH2:55][CH2:54][S:51]([CH3:50])(=[O:53])=[O:52])=[CH:24][C:23]=3[F:29])[N:17]=[CH:16][N:15]=2)[CH2:9][CH2:8]1)=[O:6])([CH3:3])[CH3:2]. The yield is 0.0300. (6) The reactants are [Cl:1][C:2]1(N)[CH:7]=[CH:6][C:5]([N:8]([C:12]2[CH:17]=[CH:16][CH:15]=[CH:14][C:13]=2[C:18]([F:21])([F:20])[F:19])[C:9](=[O:11])[NH2:10])=[CH:4][CH2:3]1.[C:23]([O:34][CH3:35])(=[O:33])[C:24]1[CH:32]=[CH:31][CH:30]=[C:26](C([O-])=O)[CH:25]=1.C1C=CC2N([OH:45])N=NC=2C=1.O.CN1CCOCC1.CCN=C=NCCCN(C)C.Cl.C[N:67]([CH:69]=[O:70])C. The catalyst is CCOC(C)=O. The product is [Cl:1][C:2]1([C:31]2[CH:30]=[CH:26][CH:25]=[C:24]([C:23]([O:34][CH3:35])=[O:33])[CH:32]=2)[CH:7]=[CH:6][C:5]([N:8]([C:12]2[CH:17]=[CH:16][CH:15]=[CH:14][C:13]=2[C:18]([F:21])([F:20])[F:19])[C:9](=[O:11])[NH2:10])=[C:4]([NH:67][C:69]([OH:70])=[O:45])[CH2:3]1. The yield is 0.430. (7) The catalyst is CN(C=O)C.O. The product is [CH2:1]([N:8]1[CH:12]([CH3:13])[CH2:11][CH:10]([CH2:14][N:15]2[C:23]3[C:18](=[CH:19][C:20]([C:34]4[CH:33]=[N:32][N:31]([CH:26]5[CH2:27][CH2:28][CH2:29][CH2:30][O:25]5)[CH:35]=4)=[CH:21][CH:22]=3)[CH:17]=[CH:16]2)[CH2:9]1)[C:2]1[CH:7]=[CH:6][CH:5]=[CH:4][CH:3]=1. The yield is 0.200. The reactants are [CH2:1]([N:8]1[CH:12]([CH3:13])[CH2:11][CH:10]([CH2:14][N:15]2[C:23]3[C:18](=[CH:19][C:20](Br)=[CH:21][CH:22]=3)[CH:17]=[CH:16]2)[CH2:9]1)[C:2]1[CH:7]=[CH:6][CH:5]=[CH:4][CH:3]=1.[O:25]1[CH2:30][CH2:29][CH2:28][CH2:27][CH:26]1[N:31]1[CH:35]=[C:34](C2OC(C)(C)C(C)(C)O2)[CH:33]=[N:32]1.C([O-])([O-])=O.[Cs+].[Cs+].ClCCl. (8) The reactants are [CH2:1]([NH:3][C:4]([C:6]1[C:11]([F:12])=[CH:10][C:9]([N:13]2[CH2:18][CH2:17][N:16](C(OC(C)(C)C)=O)[CH2:15][CH2:14]2)=[C:8]([F:26])[CH:7]=1)=[O:5])[CH3:2].[ClH:27]. The catalyst is O1CCOCC1.C(OCC)C. The product is [ClH:27].[CH2:1]([NH:3][C:4](=[O:5])[C:6]1[CH:7]=[C:8]([F:26])[C:9]([N:13]2[CH2:18][CH2:17][NH:16][CH2:15][CH2:14]2)=[CH:10][C:11]=1[F:12])[CH3:2]. The yield is 0.980.